From a dataset of Reaction yield outcomes from USPTO patents with 853,638 reactions. Predict the reaction yield, written as a fraction of the theoretical maximum amount of product (1.0 means a 100% yield; for example, 0.34 means a 34% yield). (1) The reactants are [NH2:1][C:2]1[CH:3]=[C:4]([CH:10]=[CH:11][CH:12]=1)[C:5]([O:7]CC)=[O:6].[F:13][C:14]1[CH:33]=[CH:32][C:17]([O:18][C:19]2[C:20]([C:29](O)=[O:30])=[N:21][C:22]3[C:27]([N:28]=2)=[CH:26][CH:25]=[CH:24][CH:23]=3)=[C:16]([O:34][CH3:35])[CH:15]=1.CN(C(ON1N=NC2C=CC=NC1=2)=[N+](C)C)C.F[P-](F)(F)(F)(F)F.CCN(CC)CC.[OH-].[Li+]. The catalyst is CN(C=O)C. The product is [F:13][C:14]1[CH:33]=[CH:32][C:17]([O:18][C:19]2[C:20]([C:29]([NH:1][C:2]3[CH:3]=[C:4]([CH:10]=[CH:11][CH:12]=3)[C:5]([OH:7])=[O:6])=[O:30])=[N:21][C:22]3[C:27]([N:28]=2)=[CH:26][CH:25]=[CH:24][CH:23]=3)=[C:16]([O:34][CH3:35])[CH:15]=1. The yield is 0.420. (2) The reactants are [C:1]([C:5]1[CH:10]=[CH:9][C:8]([C:11]2[S:12][CH:13]=[C:14]([C:17]([CH3:19])=O)[C:15]=2[OH:16])=[CH:7][CH:6]=1)([CH3:4])([CH3:3])[CH3:2].[NH:20]([C:22]([NH:24][C:25]1[CH:33]=[CH:32][C:28]([C:29]([OH:31])=[O:30])=[CH:27][CH:26]=1)=[S:23])[NH2:21].Cl. The catalyst is CN(C)C=O. The product is [C:1]([C:5]1[CH:10]=[CH:9][C:8]([C:11]2[S:12][CH:13]=[C:14]([C:17](=[N:21][NH:20][C:22]([NH:24][C:25]3[CH:33]=[CH:32][C:28]([C:29]([OH:31])=[O:30])=[CH:27][CH:26]=3)=[S:23])[CH3:19])[C:15]=2[OH:16])=[CH:7][CH:6]=1)([CH3:4])([CH3:3])[CH3:2]. The yield is 0.520. (3) The reactants are [C:1]([CH:3]1[CH2:8][CH2:7][N:6]([CH2:9][C:10]2([C:16]([O:18][C:19]([CH3:22])([CH3:21])[CH3:20])=[O:17])[CH2:15][CH2:14][O:13][CH2:12][CH2:11]2)[CH2:5][CH2:4]1)#[N:2]. The catalyst is CO.[Ni]. The product is [NH2:2][CH2:1][CH:3]1[CH2:8][CH2:7][N:6]([CH2:9][C:10]2([C:16]([O:18][C:19]([CH3:22])([CH3:21])[CH3:20])=[O:17])[CH2:15][CH2:14][O:13][CH2:12][CH2:11]2)[CH2:5][CH2:4]1. The yield is 0.980. (4) The reactants are O(C1C=CC(CCCCN)=CC=1)CCOCCOC.[O:20]([C:34]1[CH:39]=[CH:38][C:37]([CH:40](C(OCC2C=CC=CC=2)=O)[CH2:41][CH2:42][CH2:43][NH2:44])=[CH:36][CH:35]=1)[CH2:21][CH2:22][O:23][CH2:24][CH2:25][O:26][CH2:27][CH2:28][O:29][CH2:30][CH2:31][O:32][CH3:33]. No catalyst specified. The product is [O:20]([C:34]1[CH:39]=[CH:38][C:37]([CH2:40][CH2:41][CH2:42][CH2:43][NH2:44])=[CH:36][CH:35]=1)[CH2:21][CH2:22][O:23][CH2:24][CH2:25][O:26][CH2:27][CH2:28][O:29][CH2:30][CH2:31][O:32][CH3:33]. The yield is 0.950. (5) The catalyst is CO.O.CN(C=O)C. The reactants are [OH:1][CH:2]1[CH:7]([NH:8][CH2:9][CH2:10][CH2:11][CH:12]2[N:16]([C:17]([O:19][CH2:20][C:21]3[CH:26]=[CH:25][C:24]([O:27][C@H:28]4[C@H:33]([O:34]C(=O)C)[C@@H:32]([O:38]C(=O)C)[C@H:31]([O:42]C(=O)C)[C@@H:30]([C:46]([O:48]C)=[O:47])[O:29]4)=[C:23]([NH:50][C:51](=[O:72])[CH2:52][CH2:53][NH:54]C(OCC4C5C=CC=CC=5C5C4=CC=CC=5)=O)[CH:22]=3)=[O:18])[CH2:15][CH2:14][O:13]2)[CH2:6][CH:5]([O:73][CH:74]2[C:91]3[C:78](=[C:79]([OH:97])[C:80]4[C:81](=[O:96])[C:82]5[C:87]([C:88](=[O:93])[C:89]=4[C:90]=3[OH:92])=[C:86]([O:94][CH3:95])[CH:85]=[CH:84][CH:83]=5)[CH2:77][C@@:76]([OH:102])([C:98](=[O:101])[CH2:99][OH:100])[CH2:75]2)[O:4][CH:3]1[CH3:103].C(O)(=O)C.N1CCCCC1. The yield is 0.270. The product is [NH2:54][CH2:53][CH2:52][C:51]([NH:50][C:23]1[CH:22]=[C:21]([CH2:20][O:19][C:17]([N:16]2[CH2:15][CH2:14][O:13][CH:12]2[CH2:11][CH2:10][CH2:9][NH:8][CH:7]2[CH2:6][CH:5]([O:73][CH:74]3[C:91]4[C:78](=[C:79]([OH:97])[C:80]5[C:81](=[O:96])[C:82]6[C:87]([C:88](=[O:93])[C:89]=5[C:90]=4[OH:92])=[C:86]([O:94][CH3:95])[CH:85]=[CH:84][CH:83]=6)[CH2:77][C@@:76]([OH:102])([C:98](=[O:101])[CH2:99][OH:100])[CH2:75]3)[O:4][CH:3]([CH3:103])[CH:2]2[OH:1])=[O:18])[CH:26]=[CH:25][C:24]=1[O:27][C@@H:28]1[O:29][C@H:30]([C:46]([OH:48])=[O:47])[C@@H:31]([OH:42])[C@H:32]([OH:38])[C@H:33]1[OH:34])=[O:72]. (6) The reactants are [Br:1][C:2]1[CH:11]=[C:10]2[C:5]([CH:6]=[CH:7][N:8]=[CH:9]2)=[CH:4][C:3]=1[O:12]C.C[S-].[Na+]. The catalyst is CN(C)C=O. The product is [Br:1][C:2]1[CH:11]=[C:10]2[C:5]([CH:6]=[CH:7][N:8]=[CH:9]2)=[CH:4][C:3]=1[OH:12]. The yield is 0.220. (7) The reactants are C1(P(C2C=CC=CC=2)C2C=CC=CC=2)C=CC=CC=1.CCOC(/N=N/C(OCC)=O)=O.[C:32]([O:36][C:37]([NH:39][C:40]1[C:41]([CH3:47])=[C:42]([OH:46])[CH:43]=[CH:44][CH:45]=1)=[O:38])([CH3:35])([CH3:34])[CH3:33].[C:48]([C:50]1[CH:55]=[CH:54][C:53]([CH2:56][CH2:57]O)=[CH:52][CH:51]=1)#[N:49]. The catalyst is C1COCC1.O. The product is [C:32]([O:36][C:37]([NH:39][C:40]1[CH:45]=[CH:44][CH:43]=[C:42]([O:46][CH2:57][CH2:56][C:53]2[CH:54]=[CH:55][C:50]([C:48]#[N:49])=[CH:51][CH:52]=2)[C:41]=1[CH3:47])=[O:38])([CH3:35])([CH3:34])[CH3:33]. The yield is 0.770. (8) The reactants are [OH:1][CH2:2][CH:3]([CH2:6][OH:7])[CH2:4][OH:5].[CH:8](OC)(OC)[O:9][CH3:10].O.C1(C)C=CC(S(O)(=O)=O)=CC=1. The catalyst is C(N(CC)CC)C. The product is [CH3:8][O:9][CH:10]1[O:5][CH2:4][CH:3]([CH2:6][OH:7])[CH2:2][O:1]1. The yield is 0.591. (9) The reactants are [F:1][CH:2]([F:35])[O:3][C:4]1[CH:5]=[CH:6][C:7]([C:16]2[NH:33][C:19]3[CH:20]=[N:21][N:22](COCC[Si](C)(C)C)[C:23](=[O:24])[C:18]=3[C:17]=2[CH3:34])=[C:8]2[C:13]=1[O:12][C:11]([CH3:15])([CH3:14])[CH:10]=[CH:9]2.[Cl:36]C1C2C(=O)NN=CC=2N(COCC[Si](C)(C)C)C=1C1C=CC(OC(F)F)=C(OC2CC2)C=1. No catalyst specified. The product is [ClH:36].[F:35][CH:2]([F:1])[O:3][C:4]1[CH:5]=[CH:6][C:7]([C:16]2[NH:33][C:19]3[CH:20]=[N:21][NH:22][C:23](=[O:24])[C:18]=3[C:17]=2[CH3:34])=[C:8]2[C:13]=1[O:12][C:11]([CH3:15])([CH3:14])[CH:10]=[CH:9]2. The yield is 0.846.